This data is from Reaction yield outcomes from USPTO patents with 853,638 reactions. The task is: Predict the reaction yield, written as a fraction of the theoretical maximum amount of product (1.0 means a 100% yield; for example, 0.34 means a 34% yield). The yield is 0.710. The product is [C:12]1([CH:16]=[CH:2][C:3]([C:5]2[CH:10]=[CH:9][CH:8]=[CH:7][CH:6]=2)=[O:4])[CH:22]=[CH:21][CH:15]=[CH:14][CH:13]=1. No catalyst specified. The reactants are O[CH2:2][C:3]([C:5]1[CH:10]=[CH:9][CH:8]=[CH:7][CH:6]=1)=[O:4].O1[CH:15]=[CH:14][CH:13]=[C:12]1[CH:16]=O.O(C)[Na].[CH2:21]1COC[CH2:22]1.